This data is from Full USPTO retrosynthesis dataset with 1.9M reactions from patents (1976-2016). The task is: Predict the reactants needed to synthesize the given product. (1) The reactants are: [F:1][C:2]1[CH:7]=[CH:6][C:5]([C:8]2[S:12][C:11]([CH3:13])=[N:10][C:9]=2[C:14]([OH:16])=O)=[CH:4][CH:3]=1.[Br:17][C:18]1[CH:19]=[N:20][C:21]([NH:24][CH2:25][CH2:26][NH:27][CH3:28])=[N:22][CH:23]=1. Given the product [Br:17][C:18]1[CH:23]=[N:22][C:21]([NH:24][CH2:25][CH2:26][N:27]([CH3:28])[C:14]([C:9]2[N:10]=[C:11]([CH3:13])[S:12][C:8]=2[C:5]2[CH:4]=[CH:3][C:2]([F:1])=[CH:7][CH:6]=2)=[O:16])=[N:20][CH:19]=1, predict the reactants needed to synthesize it. (2) Given the product [O:31]=[C:11]1[C:12]2([C:30]3[C:21](=[CH:22][C:23]4[O:28][CH2:27][CH2:26][O:25][C:24]=4[CH:29]=3)[O:20][CH2:19]2)[C:13]2[C:18](=[CH:17][CH:16]=[CH:15][CH:14]=2)[N:10]1[CH2:9][C:4]1[C:3]([NH:2][S:33]([CH3:32])(=[O:35])=[O:34])=[CH:8][CH:7]=[CH:6][N:5]=1, predict the reactants needed to synthesize it. The reactants are: Br.[NH2:2][C:3]1[C:4]([CH2:9][N:10]2[C:18]3[C:13](=[CH:14][CH:15]=[CH:16][CH:17]=3)[C:12]3([C:30]4[C:21](=[CH:22][C:23]5[O:28][CH2:27][CH2:26][O:25][C:24]=5[CH:29]=4)[O:20][CH2:19]3)[C:11]2=[O:31])=[N:5][CH:6]=[CH:7][CH:8]=1.[CH3:32][S:33](Cl)(=[O:35])=[O:34].N1C=CC=CC=1. (3) Given the product [CH:1]1([CH:7]2[C:11]3[C:12]([CH3:26])=[C:13]([NH:18][C:19](=[O:25])[CH2:20][C:21]([CH3:22])([CH3:23])[CH3:24])[C:14]([CH3:17])=[C:15]([CH3:16])[C:10]=3[O:9][C:8]2([CH3:28])[CH3:27])[CH2:2][CH2:3][CH2:4][CH2:5][CH2:6]1, predict the reactants needed to synthesize it. The reactants are: [CH:1]1([C:7]2(O)[C:11]3[C:12]([CH3:26])=[C:13]([NH:18][C:19](=[O:25])[CH2:20][C:21]([CH3:24])([CH3:23])[CH3:22])[C:14]([CH3:17])=[C:15]([CH3:16])[C:10]=3[O:9][C:8]2([CH3:28])[CH3:27])[CH2:6][CH2:5][CH2:4][CH2:3][CH2:2]1. (4) Given the product [Br:49][CH2:2][CH2:3][CH2:4][O:5][C:6]1[C:11]([CH3:12])=[CH:10][C:9]([C:13]2[NH:22][C:21](=[O:23])[C:20]3[C:15](=[CH:16][C:17]([O:26][CH3:27])=[CH:18][C:19]=3[O:24][CH3:25])[N:14]=2)=[CH:8][C:7]=1[CH3:28], predict the reactants needed to synthesize it. The reactants are: O[CH2:2][CH2:3][CH2:4][O:5][C:6]1[C:11]([CH3:12])=[CH:10][C:9]([C:13]2[NH:22][C:21](=[O:23])[C:20]3[C:15](=[CH:16][C:17]([O:26][CH3:27])=[CH:18][C:19]=3[O:24][CH3:25])[N:14]=2)=[CH:8][C:7]=1[CH3:28].C1C=CC(P(C2C=CC=CC=2)C2C=CC=CC=2)=CC=1.C(Br)(Br)(Br)[Br:49]. (5) Given the product [CH3:10][C:6]1[CH:5]=[N:4][C:3]([CH2:11][S+:12]([O-:24])[C:13]2[NH:17][C:16]3[CH:18]=[CH:19][C:20]([O:22][CH3:23])=[CH:21][C:15]=3[N:14]=2)=[C:2]([CH3:1])[C:7]=1[O:8][CH3:9], predict the reactants needed to synthesize it. The reactants are: [CH3:1][C:2]1[C:3]([CH2:11][S:12][C:13]2[NH:17][C:16]3[CH:18]=[CH:19][C:20]([O:22][CH3:23])=[CH:21][C:15]=3[N:14]=2)=[N:4][CH:5]=[C:6]([CH3:10])[C:7]=1[O:8][CH3:9].[O-:24]S([O-])(=S)=O.[Na+].[Na+].C(O)(=O)C. (6) The reactants are: Cl[CH:2]([C:21]1[CH:26]=[CH:25][CH:24]=[CH:23][CH:22]=1)[C:3]([C:5]1[C:13]2[C:8](=[CH:9][CH:10]=[C:11]([F:14])[CH:12]=2)[N:7]([CH2:15][CH2:16][O:17][CH2:18][O:19][CH3:20])[CH:6]=1)=[O:4].[CH3:27][O:28][C:29]1[CH:30]=[C:31]([CH:33]=[CH:34][CH:35]=1)[NH2:32]. Given the product [F:14][C:11]1[CH:12]=[C:13]2[C:8](=[CH:9][CH:10]=1)[N:7]([CH2:15][CH2:16][O:17][CH2:18][O:19][CH3:20])[CH:6]=[C:5]2[C:3](=[O:4])[CH:2]([NH:32][C:31]1[CH:33]=[CH:34][CH:35]=[C:29]([O:28][CH3:27])[CH:30]=1)[C:21]1[CH:26]=[CH:25][CH:24]=[CH:23][CH:22]=1, predict the reactants needed to synthesize it.